Dataset: NCI-60 drug combinations with 297,098 pairs across 59 cell lines. Task: Regression. Given two drug SMILES strings and cell line genomic features, predict the synergy score measuring deviation from expected non-interaction effect. (1) Drug 1: CCCS(=O)(=O)NC1=C(C(=C(C=C1)F)C(=O)C2=CNC3=C2C=C(C=N3)C4=CC=C(C=C4)Cl)F. Drug 2: CC1=C(C=C(C=C1)NC(=O)C2=CC=C(C=C2)CN3CCN(CC3)C)NC4=NC=CC(=N4)C5=CN=CC=C5. Cell line: OVCAR-8. Synergy scores: CSS=-0.0310, Synergy_ZIP=1.89, Synergy_Bliss=1.16, Synergy_Loewe=-2.27, Synergy_HSA=-1.55. (2) Drug 1: CC=C1C(=O)NC(C(=O)OC2CC(=O)NC(C(=O)NC(CSSCCC=C2)C(=O)N1)C(C)C)C(C)C. Drug 2: C1=CN(C=N1)CC(O)(P(=O)(O)O)P(=O)(O)O. Cell line: DU-145. Synergy scores: CSS=17.5, Synergy_ZIP=2.14, Synergy_Bliss=2.10, Synergy_Loewe=-53.4, Synergy_HSA=-1.06. (3) Drug 2: C1=NNC2=C1C(=O)NC=N2. Drug 1: CC1C(C(CC(O1)OC2CC(CC3=C2C(=C4C(=C3O)C(=O)C5=C(C4=O)C(=CC=C5)OC)O)(C(=O)CO)O)N)O.Cl. Synergy scores: CSS=12.1, Synergy_ZIP=-5.91, Synergy_Bliss=-2.06, Synergy_Loewe=-5.04, Synergy_HSA=-0.865. Cell line: LOX IMVI. (4) Drug 1: C1CN1P(=S)(N2CC2)N3CC3. Drug 2: C1=CN(C=N1)CC(O)(P(=O)(O)O)P(=O)(O)O. Cell line: UACC62. Synergy scores: CSS=28.7, Synergy_ZIP=-6.01, Synergy_Bliss=-2.43, Synergy_Loewe=-3.10, Synergy_HSA=-1.69. (5) Drug 1: CC12CCC3C(C1CCC2O)C(CC4=C3C=CC(=C4)O)CCCCCCCCCS(=O)CCCC(C(F)(F)F)(F)F. Drug 2: CN(CC1=CN=C2C(=N1)C(=NC(=N2)N)N)C3=CC=C(C=C3)C(=O)NC(CCC(=O)O)C(=O)O. Cell line: NCI-H322M. Synergy scores: CSS=32.4, Synergy_ZIP=1.83, Synergy_Bliss=3.51, Synergy_Loewe=-41.0, Synergy_HSA=1.79.